From a dataset of Full USPTO retrosynthesis dataset with 1.9M reactions from patents (1976-2016). Predict the reactants needed to synthesize the given product. (1) Given the product [C:28]([C:23]1[CH:24]=[CH:25][CH:26]=[CH:27][C:22]=1[C:19]1[CH:20]=[CH:21][C:16]([CH2:15][C:12]2[C:13](=[O:14])[N:8]([C@H:5]3[CH2:6][CH2:7][C@H:2]([O:1][CH2:38][C:39]([O:41][CH2:42][CH3:43])=[O:40])[CH2:3][CH2:4]3)[C:9]3[N:10]([N:33]=[CH:34][N:35]=3)[C:11]=2[CH2:30][CH2:31][CH3:32])=[CH:17][CH:18]=1)#[N:29], predict the reactants needed to synthesize it. The reactants are: [OH:1][C@H:2]1[CH2:7][CH2:6][C@H:5]([N:8]2[C:13](=[O:14])[C:12]([CH2:15][C:16]3[CH:21]=[CH:20][C:19]([C:22]4[C:23]([C:28]#[N:29])=[CH:24][CH:25]=[CH:26][CH:27]=4)=[CH:18][CH:17]=3)=[C:11]([CH2:30][CH2:31][CH3:32])[N:10]3[N:33]=[CH:34][N:35]=[C:9]23)[CH2:4][CH2:3]1.[N+](=[CH:38][C:39]([O:41][CH2:42][CH3:43])=[O:40])=[N-]. (2) Given the product [CH2:21]([O:20][C:14](=[O:19])[C:15]([C:16](=[O:17])[CH3:18])=[CH:6][C:5]1[CH:4]=[C:3]([O:2][CH3:1])[C:10]([OH:11])=[C:9]([O:12][CH3:13])[CH:8]=1)[CH3:22], predict the reactants needed to synthesize it. The reactants are: [CH3:1][O:2][C:3]1[CH:4]=[C:5]([CH:8]=[C:9]([O:12][CH3:13])[C:10]=1[OH:11])[CH:6]=O.[C:14]([O:20][CH2:21][CH3:22])(=[O:19])[CH2:15][C:16]([CH3:18])=[O:17].N1(CC(O)=O)CCCCC1. (3) Given the product [NH3:4].[Cl:1][C:2]1[C:3]([C:27]2[C:35]3[C:30](=[CH:31][CH:32]=[CH:33][CH:34]=3)[NH:29][CH:28]=2)=[N:4][C:5]([NH:8][C:9]2[CH:14]=[C:13]([NH2:15])[C:12]([N:18]([CH2:20][CH2:21][N:22]([CH3:24])[CH3:23])[CH3:19])=[CH:11][C:10]=2[O:25][CH3:26])=[N:6][CH:7]=1, predict the reactants needed to synthesize it. The reactants are: [Cl:1][C:2]1[C:3]([C:27]2[C:35]3[C:30](=[CH:31][CH:32]=[CH:33][CH:34]=3)[NH:29][CH:28]=2)=[N:4][C:5]([NH:8][C:9]2[CH:14]=[C:13]([N+:15]([O-])=O)[C:12]([N:18]([CH2:20][CH2:21][N:22]([CH3:24])[CH3:23])[CH3:19])=[CH:11][C:10]=2[O:25][CH3:26])=[N:6][CH:7]=1.[NH4+].[Cl-]. (4) Given the product [CH2:13]([C:17]1[N:18]=[C:19]([CH2:47][CH3:48])[N:20]([C:39]2[CH:40]=[CH:41][C:42]([O:45][CH3:46])=[CH:43][CH:44]=2)[C:21](=[O:38])[C:22]=1[CH2:23][C:24]1[CH:25]=[CH:26][C:27]([C:30]2[CH:35]=[CH:34][CH:33]=[CH:32][C:31]=2[C:36]2[NH:3][C:4](=[O:7])[O:5][N:37]=2)=[CH:28][CH:29]=1)[CH2:14][CH2:15][CH3:16], predict the reactants needed to synthesize it. The reactants are: [Cl-].O[NH3+:3].[C:4](=[O:7])([O-])[OH:5].[Na+].CS(C)=O.[CH2:13]([C:17]1[N:18]=[C:19]([CH2:47][CH3:48])[N:20]([C:39]2[CH:44]=[CH:43][C:42]([O:45][CH3:46])=[CH:41][CH:40]=2)[C:21](=[O:38])[C:22]=1[CH2:23][C:24]1[CH:29]=[CH:28][C:27]([C:30]2[C:31]([C:36]#[N:37])=[CH:32][CH:33]=[CH:34][CH:35]=2)=[CH:26][CH:25]=1)[CH2:14][CH2:15][CH3:16].